The task is: Predict the reactants needed to synthesize the given product.. This data is from Full USPTO retrosynthesis dataset with 1.9M reactions from patents (1976-2016). Given the product [F:12][C:11]([F:14])([F:13])[C:8]1[N:6]2[N:7]=[C:2]([N:15]3[CH2:20][CH2:19][CH:18]([CH2:21][OH:22])[CH2:17][CH2:16]3)[CH:3]=[CH:4][C:5]2=[N:10][N:9]=1, predict the reactants needed to synthesize it. The reactants are: Cl[C:2]1[CH:3]=[CH:4][C:5]2[N:6]([C:8]([C:11]([F:14])([F:13])[F:12])=[N:9][N:10]=2)[N:7]=1.[NH:15]1[CH2:20][CH2:19][CH:18]([CH2:21][OH:22])[CH2:17][CH2:16]1.CCN(C(C)C)C(C)C.